Dataset: Forward reaction prediction with 1.9M reactions from USPTO patents (1976-2016). Task: Predict the product of the given reaction. (1) Given the reactants [NH2:1][C:2]1[C:3]([NH:28][CH:29]2[CH2:34][CH2:33][N:32]([C:35]([O:37][C:38]([CH3:41])([CH3:40])[CH3:39])=[O:36])[CH2:31][CH2:30]2)=[N:4][C:5]([N:14]2[C:18]3[CH:19]=[CH:20][CH:21]=[C:22]([O:23][CH3:24])[C:17]=3[N:16]=[C:15]2[CH:25]([F:27])[F:26])=[N:6][C:7]=1[N:8]1[CH2:13][CH2:12][O:11][CH2:10][CH2:9]1.[CH3:42]OC(OC)OC.O, predict the reaction product. The product is: [F:27][CH:25]([F:26])[C:15]1[N:14]([C:5]2[N:4]=[C:3]3[C:2]([N:1]=[CH:42][N:28]3[CH:29]3[CH2:34][CH2:33][N:32]([C:35]([O:37][C:38]([CH3:41])([CH3:40])[CH3:39])=[O:36])[CH2:31][CH2:30]3)=[C:7]([N:8]3[CH2:9][CH2:10][O:11][CH2:12][CH2:13]3)[N:6]=2)[C:18]2[CH:19]=[CH:20][CH:21]=[C:22]([O:23][CH3:24])[C:17]=2[N:16]=1. (2) Given the reactants Cl.[NH:2]1[CH2:7][CH2:6][CH:5]([CH2:8][CH2:9][CH2:10][CH2:11][OH:12])[CH2:4][CH2:3]1.S(C1C=CC(C)=CC=1)([O-])(=O)=O.[NH+]1C=CC=CC=1.C(=O)([O-])[O-].[K+].[K+].[F:36][C:37]1[CH:42]=[CH:41][C:40]([CH:43]([C:45]2[CH:50]=[CH:49][C:48]([F:51])=[CH:47][CH:46]=2)Cl)=[CH:39][CH:38]=1.[I-].[K+], predict the reaction product. The product is: [F:36][C:37]1[CH:38]=[CH:39][C:40]([CH:43]([C:45]2[CH:50]=[CH:49][C:48]([F:51])=[CH:47][CH:46]=2)[N:2]2[CH2:7][CH2:6][CH:5]([CH2:8][CH2:9][CH2:10][CH2:11][OH:12])[CH2:4][CH2:3]2)=[CH:41][CH:42]=1. (3) Given the reactants [CH:1]1([N:6]2[CH2:12][CH2:11][CH2:10][N:9]([C:13]([N:15]3[CH2:18][CH:17]([OH:19])[CH2:16]3)=[O:14])[CH2:8][CH2:7]2)[CH2:5][CH2:4][CH2:3][CH2:2]1.F[C:21]1[CH:22]=[CH:23][C:24]([C:27]([OH:30])([CH3:29])[CH3:28])=[N:25][CH:26]=1, predict the reaction product. The product is: [CH:1]1([N:6]2[CH2:12][CH2:11][CH2:10][N:9]([C:13]([N:15]3[CH2:18][CH:17]([O:19][C:21]4[CH:22]=[CH:23][C:24]([C:27]([OH:30])([CH3:29])[CH3:28])=[N:25][CH:26]=4)[CH2:16]3)=[O:14])[CH2:8][CH2:7]2)[CH2:2][CH2:3][CH2:4][CH2:5]1. (4) Given the reactants [NH2:1][C:2]1[C:6]2[C:7]([C:24]3[CH:29]=[CH:28][C:27]([O:30][C:31]4[CH:36]=[CH:35][CH:34]=[CH:33][CH:32]=4)=[CH:26][CH:25]=3)=[N:8][CH:9]=[C:10]([CH2:11][CH:12]3[CH2:16][CH2:15][CH2:14][N:13]3C(OC(C)(C)C)=O)[C:5]=2[NH:4][N:3]=1.FC(F)(F)C(O)=O, predict the reaction product. The product is: [O:30]([C:27]1[CH:26]=[CH:25][C:24]([C:7]2[C:6]3[C:2]([NH2:1])=[N:3][NH:4][C:5]=3[C:10]([CH2:11][CH:12]3[CH2:16][CH2:15][CH2:14][NH:13]3)=[CH:9][N:8]=2)=[CH:29][CH:28]=1)[C:31]1[CH:36]=[CH:35][CH:34]=[CH:33][CH:32]=1. (5) Given the reactants [N+:1]([C:4]1[CH:9]=[CH:8][C:7]([N:10]2[CH2:15][CH2:14][CH2:13][CH:12]([NH:16][C@@H:17]3[CH2:22][CH2:21][CH2:20][CH2:19][C@H:18]3[NH2:23])[CH2:11]2)=[CH:6][CH:5]=1)([O-:3])=[O:2].CN(C=O)C.C(N(C(C)C)CC)(C)C.Cl[C:39]1[O:40][C:41]2[CH:47]=[CH:46][CH:45]=[CH:44][C:42]=2[N:43]=1, predict the reaction product. The product is: [O:40]1[C:41]2[CH:47]=[CH:46][CH:45]=[CH:44][C:42]=2[N:43]=[C:39]1[NH:23][C@@H:18]1[CH2:19][CH2:20][CH2:21][CH2:22][C@H:17]1[NH:16][C@H:12]1[CH2:13][CH2:14][CH2:15][N:10]([C:7]2[CH:6]=[CH:5][C:4]([N+:1]([O-:3])=[O:2])=[CH:9][CH:8]=2)[CH2:11]1.